Dataset: Forward reaction prediction with 1.9M reactions from USPTO patents (1976-2016). Task: Predict the product of the given reaction. Given the reactants [Cl:1][C:2]1[C:7](=[O:8])[N:6]([C:9]2[CH:10]=[C:11]([CH:19]=[CH:20][C:21]=2[CH3:22])[C:12]([NH:14][CH2:15][C:16](N)=[O:17])=[O:13])[CH:5]=[N:4][C:3]=1[O:23][CH2:24][C:25]1[CH:30]=[CH:29][C:28]([F:31])=[CH:27][C:26]=1[F:32].Cl.N[CH2:35]C(N)=O, predict the reaction product. The product is: [Cl:1][C:2]1[C:7](=[O:8])[N:6]([C:9]2[CH:10]=[C:11]([CH:19]=[CH:20][C:21]=2[CH3:22])[C:12]([NH:14][C@H:15]([CH3:35])[CH2:16][OH:17])=[O:13])[CH:5]=[N:4][C:3]=1[O:23][CH2:24][C:25]1[CH:30]=[CH:29][C:28]([F:31])=[CH:27][C:26]=1[F:32].